Dataset: Full USPTO retrosynthesis dataset with 1.9M reactions from patents (1976-2016). Task: Predict the reactants needed to synthesize the given product. (1) The reactants are: FC(F)(F)C(O)=O.[N:8]1[C:17]2[C:12](=[CH:13][C:14]([CH2:18][N:19]3[C:27]4[C:22](=[N:23][CH:24]=[C:25]([C:28]5[CH:49]=[CH:48][C:31]([C:32]([NH:34][CH:35]6[CH2:40][CH2:39][N:38](C(OC(C)(C)C)=O)[CH2:37][CH2:36]6)=[O:33])=[CH:30][CH:29]=5)[N:26]=4)[N:21]=[N:20]3)=[CH:15][CH:16]=2)[CH:11]=[CH:10][CH:9]=1. Given the product [NH:38]1[CH2:39][CH2:40][CH:35]([NH:34][C:32](=[O:33])[C:31]2[CH:30]=[CH:29][C:28]([C:25]3[N:26]=[C:27]4[N:19]([CH2:18][C:14]5[CH:13]=[C:12]6[C:17](=[CH:16][CH:15]=5)[N:8]=[CH:9][CH:10]=[CH:11]6)[N:20]=[N:21][C:22]4=[N:23][CH:24]=3)=[CH:49][CH:48]=2)[CH2:36][CH2:37]1, predict the reactants needed to synthesize it. (2) Given the product [F:31][C:25]1[C:26]([F:30])=[CH:27][CH:28]=[CH:29][C:24]=1[CH2:23][S:22][C:10]1[N:11]=[C:12]([NH:14][S:15]([N:18]2[CH2:21][CH2:20][CH2:19]2)(=[O:16])=[O:17])[CH:13]=[C:8]([O:7][C@H:5]([CH3:6])[CH2:4][OH:3])[N:9]=1, predict the reactants needed to synthesize it. The reactants are: C([O:3][C:4](=O)[C@H:5]([O:7][C:8]1[CH:13]=[C:12]([NH:14][S:15]([N:18]2[CH2:21][CH2:20][CH2:19]2)(=[O:17])=[O:16])[N:11]=[C:10]([S:22][CH2:23][C:24]2[CH:29]=[CH:28][CH:27]=[C:26]([F:30])[C:25]=2[F:31])[N:9]=1)[CH3:6])C.[BH4-].[Li+].